This data is from Reaction yield outcomes from USPTO patents with 853,638 reactions. The task is: Predict the reaction yield, written as a fraction of the theoretical maximum amount of product (1.0 means a 100% yield; for example, 0.34 means a 34% yield). The reactants are [F:1][C:2]1[CH:9]=[C:8]([F:10])[CH:7]=[CH:6][C:3]=1[CH2:4][NH2:5].[CH2:11]([C:13]1[CH:21]=[CH:20][C:16]([C:17](O)=[O:18])=[CH:15][CH:14]=1)[CH3:12].Cl.C(N=C=NCCCN(C)C)C. The catalyst is C(Cl)Cl.CN(C1C=CN=CC=1)C. The product is [F:1][C:2]1[CH:9]=[C:8]([F:10])[CH:7]=[CH:6][C:3]=1[CH2:4][NH:5][C:17](=[O:18])[C:16]1[CH:20]=[CH:21][C:13]([CH2:11][CH3:12])=[CH:14][CH:15]=1. The yield is 0.940.